Dataset: Forward reaction prediction with 1.9M reactions from USPTO patents (1976-2016). Task: Predict the product of the given reaction. (1) Given the reactants [CH3:1][CH:2]1[CH2:7][CH2:6][N:5]([C:8]([O:10][C:11]([CH3:14])([CH3:13])[CH3:12])=[O:9])[CH2:4][CH:3]1[C:15](=O)[NH:16][CH2:17][C:18]1[N:19]=[C:20]2[CH:26]=[CH:25][N:24]([S:27]([C:30]3[CH:36]=[CH:35][C:33]([CH3:34])=[CH:32][CH:31]=3)(=[O:29])=[O:28])[C:21]2=[N:22][CH:23]=1.COC1C=CC(P2(SP(C3C=CC(OC)=CC=3)(=S)S2)=S)=CC=1.CCOC(C)=O, predict the reaction product. The product is: [CH3:1][CH:2]1[CH2:7][CH2:6][N:5]([C:8]([O:10][C:11]([CH3:14])([CH3:12])[CH3:13])=[O:9])[CH2:4][CH:3]1[C:15]1[N:19]2[C:20]3[CH:26]=[CH:25][N:24]([S:27]([C:30]4[CH:31]=[CH:32][C:33]([CH3:34])=[CH:35][CH:36]=4)(=[O:28])=[O:29])[C:21]=3[N:22]=[CH:23][C:18]2=[CH:17][N:16]=1. (2) Given the reactants [C:1]([C:4]1[CH:8]=[C:7]([CH3:9])[N:6]([CH2:10][CH2:11][O:12][C:13](Cl)=[O:14])[N:5]=1)(=[O:3])[CH3:2].Cl.[CH3:17][NH:18][CH3:19].N1C=CC=CC=1, predict the reaction product. The product is: [C:1]([C:4]1[CH:8]=[C:7]([CH3:9])[N:6]([CH2:10][CH2:11][O:12][C:13]([N:18]([CH3:19])[CH3:17])=[O:14])[N:5]=1)(=[O:3])[CH3:2]. (3) Given the reactants [NH2:1][CH2:2][C@@H:3]1[CH2:8][CH2:7][C@H:6]([NH:9][C:10]2[N:15]=[C:14]([N:16]([CH3:18])[CH3:17])[CH:13]=[CH:12][N:11]=2)[CH2:5][CH2:4]1.CCN(C(C)C)C(C)C.[O:28]([C:35]1[N:43]=[CH:42][CH:41]=[CH:40][C:36]=1[C:37]([Cl:39])=[O:38])[C:29]1[CH:34]=[CH:33][CH:32]=[CH:31][CH:30]=1.Cl, predict the reaction product. The product is: [ClH:39].[CH3:17][N:16]([CH3:18])[C:14]1[CH:13]=[CH:12][N:11]=[C:10]([NH:9][C@@H:6]2[CH2:5][CH2:4][C@H:3]([CH2:2][NH:1][C:37](=[O:38])[C:36]3[CH:40]=[CH:41][CH:42]=[N:43][C:35]=3[O:28][C:29]3[CH:30]=[CH:31][CH:32]=[CH:33][CH:34]=3)[CH2:8][CH2:7]2)[N:15]=1. (4) Given the reactants [Cl:1][C:2]1[CH:3]=[CH:4][C:5]2[N:11]3[C:12]([C:15]([F:18])([F:17])[F:16])=[N:13][N:14]=[C:10]3[C@@H:9]([CH2:19][C:20]([N:22]3[CH2:27][CH2:26][CH:25]([CH2:28][C:29]([O:31]CC)=[O:30])[CH2:24][CH2:23]3)=[O:21])[O:8][C@H:7]([C:34]3[CH:39]=[CH:38][CH:37]=[C:36]([O:40][CH3:41])[C:35]=3[O:42][CH3:43])[C:6]=2[CH:44]=1.Cl, predict the reaction product. The product is: [Cl:1][C:2]1[CH:3]=[CH:4][C:5]2[N:11]3[C:12]([C:15]([F:17])([F:16])[F:18])=[N:13][N:14]=[C:10]3[C@@H:9]([CH2:19][C:20]([N:22]3[CH2:23][CH2:24][CH:25]([CH2:28][C:29]([OH:31])=[O:30])[CH2:26][CH2:27]3)=[O:21])[O:8][C@H:7]([C:34]3[CH:39]=[CH:38][CH:37]=[C:36]([O:40][CH3:41])[C:35]=3[O:42][CH3:43])[C:6]=2[CH:44]=1. (5) Given the reactants [CH3:1][O:2][C:3]([C:5]1[CH:6]=[C:7]([CH:11]=[CH:12][CH:13]=1)[C:8]([OH:10])=O)=[O:4].[NH:14]1[CH2:19][CH2:18][O:17][CH2:16][CH2:15]1.CN(C(ON1N=NC2C=CC=NC1=2)=[N+](C)C)C.F[P-](F)(F)(F)(F)F, predict the reaction product. The product is: [N:14]1([C:8]([C:7]2[CH:6]=[C:5]([CH:13]=[CH:12][CH:11]=2)[C:3]([O:2][CH3:1])=[O:4])=[O:10])[CH2:19][CH2:18][O:17][CH2:16][CH2:15]1. (6) Given the reactants C[O:2][C:3](=O)[CH:4]=[CH:5][C:6]1([CH3:12])[CH2:11][CH2:10][O:9][CH2:8][CH2:7]1.[H-].C([Al+]CC(C)C)C(C)C.C(C(C(C([O-])=O)O)O)([O-])=O.[K+].[Na+], predict the reaction product. The product is: [CH3:12][C:6]1([CH:5]=[CH:4][CH2:3][OH:2])[CH2:7][CH2:8][O:9][CH2:10][CH2:11]1.